From a dataset of Catalyst prediction with 721,799 reactions and 888 catalyst types from USPTO. Predict which catalyst facilitates the given reaction. Product: [C:25]([O:28][C:29]([NH:2][CH2:1][C:3]1[CH:12]=[CH:11][C:10]2[C:5](=[CH:6][CH:7]=[C:8]([CH2:13][C:14]3[CH:15]=[C:16]([CH:21]=[CH:22][N:23]=3)[C:17]([O:19][CH3:20])=[O:18])[CH:9]=2)[N:4]=1)=[O:30])([CH3:27])([CH3:26])[CH3:24]. Reactant: [C:1]([C:3]1[CH:12]=[CH:11][C:10]2[C:5](=[CH:6][CH:7]=[C:8]([CH2:13][C:14]3[CH:15]=[C:16]([CH:21]=[CH:22][N:23]=3)[C:17]([O:19][CH3:20])=[O:18])[CH:9]=2)[N:4]=1)#[N:2].[CH3:24][C:25]([O:28][C:29](O[C:29]([O:28][C:25]([CH3:27])([CH3:26])[CH3:24])=[O:30])=[O:30])([CH3:27])[CH3:26]. The catalyst class is: 94.